Dataset: Forward reaction prediction with 1.9M reactions from USPTO patents (1976-2016). Task: Predict the product of the given reaction. (1) Given the reactants [CH3:1][O:2][C:3]1[CH:4]=[C:5]([C:9]2[NH:10][C:11]3[C:12]([N:23]=2)=[N:13][CH:14]=[C:15]([C:17]2[CH:22]=[CH:21][CH:20]=[CH:19][CH:18]=2)[CH:16]=3)[CH:6]=[CH:7][CH:8]=1.[B].C(N=P1(N(CC)CC)N(C)CCCN1C)(C)(C)C.[F:43][C:44]1[CH:51]=[CH:50][C:47]([CH2:48]Cl)=[CH:46][CH:45]=1, predict the reaction product. The product is: [F:43][C:44]1[CH:51]=[CH:50][C:47]([CH2:48][N:10]2[C:11]3[C:12](=[N:13][CH:14]=[C:15]([C:17]4[CH:18]=[CH:19][CH:20]=[CH:21][CH:22]=4)[CH:16]=3)[N:23]=[C:9]2[C:5]2[CH:6]=[CH:7][CH:8]=[C:3]([O:2][CH3:1])[CH:4]=2)=[CH:46][CH:45]=1. (2) Given the reactants [C:1]([C:3]1[CH:4]=[C:5]([CH:45]=[C:46]([C:48]([F:51])([F:50])[F:49])[CH:47]=1)[CH2:6][N:7]([CH2:25][C:26]1[CH:31]=[C:30]([O:32][CH3:33])[C:29]([O:34][CH3:35])=[CH:28][C:27]=1B1OC(C)(C)C(C)(C)O1)[C:8]1[N:13]=[CH:12][C:11]([O:14][CH2:15][CH2:16][CH2:17][C:18]([O:20][C:21]([CH3:24])([CH3:23])[CH3:22])=[O:19])=[CH:10][N:9]=1)#[N:2].Br[C:53]1[C:58]([O:59][CH3:60])=[CH:57][CH:56]=[C:55]([C:61]([CH3:63])=[CH2:62])[N:54]=1.C(=O)([O-])[O-].[Cs+].[Cs+].C(OCC)(=O)C, predict the reaction product. The product is: [C:1]([C:3]1[CH:4]=[C:5]([CH:45]=[C:46]([C:48]([F:51])([F:50])[F:49])[CH:47]=1)[CH2:6][N:7]([CH2:25][C:26]1[CH:31]=[C:30]([O:32][CH3:33])[C:29]([O:34][CH3:35])=[CH:28][C:27]=1[C:53]1[C:58]([O:59][CH3:60])=[CH:57][CH:56]=[C:55]([C:61]([CH3:63])=[CH2:62])[N:54]=1)[C:8]1[N:13]=[CH:12][C:11]([O:14][CH2:15][CH2:16][CH2:17][C:18]([O:20][C:21]([CH3:23])([CH3:24])[CH3:22])=[O:19])=[CH:10][N:9]=1)#[N:2]. (3) Given the reactants N1C2C=CC=CC=2N=N1.[NH2:10][C:11]1[CH:12]=[C:13]([CH:16]=[CH:17][CH:18]=1)[C:14]#[N:15].[NH2:19][C@@H:20]([CH2:44][CH:45]([F:47])[F:46])[CH2:21][NH:22][C:23]1[N:28]=[C:27](NC2C=CC=C3C=2C=CN3CC)[C:26]([C:41]([NH2:43])=[O:42])=[CH:25][N:24]=1.B(Br)(Br)Br, predict the reaction product. The product is: [NH2:19][C@@H:20]([CH2:44][CH:45]([F:46])[F:47])[CH2:21][NH:22][C:23]1[N:24]=[C:25]([NH:10][C:11]2[CH:18]=[CH:17][CH:16]=[C:13]([C:14]#[N:15])[CH:12]=2)[C:26]([C:41]([NH2:43])=[O:42])=[CH:27][N:28]=1. (4) Given the reactants P([O-])([O-])([O-])=O.[CH2:6]([O:10][C:11]([C:13]1([NH:18][C:19]([C:21]2[S:22][C:23]([Cl:26])=[CH:24][CH:25]=2)=[O:20])[CH2:17][CH2:16][O:15][CH2:14]1)=[O:12])[CH:7]([CH3:9])[CH3:8].CCOC(C)=O, predict the reaction product. The product is: [CH2:6]([O:10][C:11]([C@:13]1([NH:18][C:19]([C:21]2[S:22][C:23]([Cl:26])=[CH:24][CH:25]=2)=[O:20])[CH2:17][CH2:16][O:15][CH2:14]1)=[O:12])[CH:7]([CH3:9])[CH3:8].